This data is from Forward reaction prediction with 1.9M reactions from USPTO patents (1976-2016). The task is: Predict the product of the given reaction. (1) Given the reactants [Cl:1][C:2]1[CH:9]=[CH:8][C:5]([C:6]#[N:7])=[C:4](F)[CH:3]=1.[OH:11][C:12]1[CH:13]=[C:14]([CH:17]=[CH:18][CH:19]=1)[CH:15]=[O:16].C(=O)([O-])[O-].[Cs+].[Cs+].O, predict the reaction product. The product is: [Cl:1][C:2]1[CH:9]=[CH:8][C:5]([C:6]#[N:7])=[C:4]([O:11][C:12]2[CH:19]=[CH:18][CH:17]=[C:14]([CH:15]=[O:16])[CH:13]=2)[CH:3]=1. (2) Given the reactants [CH2:1]([C:5]1[N:6]([C:21]2[CH:26]=[CH:25][C:24]([O:27][C:28]3[CH:33]=[CH:32][C:31]([Cl:34])=[CH:30][CH:29]=3)=[CH:23][CH:22]=2)[CH:7]=[C:8]([C:10]2[CH:15]=[CH:14][C:13]([O:16][CH2:17][C@@H:18]3[CH2:20][O:19]3)=[CH:12][CH:11]=2)[N:9]=1)[CH2:2][CH2:3][CH3:4].[CH2:35]([NH2:37])[CH3:36], predict the reaction product. The product is: [CH2:1]([C:5]1[N:6]([C:21]2[CH:22]=[CH:23][C:24]([O:27][C:28]3[CH:33]=[CH:32][C:31]([Cl:34])=[CH:30][CH:29]=3)=[CH:25][CH:26]=2)[CH:7]=[C:8]([C:10]2[CH:11]=[CH:12][C:13]([O:16][CH2:17][C@@H:18]([OH:19])[CH2:20][NH:37][CH2:35][CH3:36])=[CH:14][CH:15]=2)[N:9]=1)[CH2:2][CH2:3][CH3:4]. (3) Given the reactants [Cl:1][C:2]1[CH:7]=[C:6](I)[CH:5]=[CH:4][N:3]=1.C1(P(C2C=CC=CC=2)C2C=CC=CC=2)C=CC=CC=1.[F:28][C:29]1[CH:34]=[C:33]([F:35])[CH:32]=[CH:31][C:30]=1[N:36]1[C:40]([CH3:41])=[C:39]([C:42]#[CH:43])[N:38]=[C:37]1[CH3:44], predict the reaction product. The product is: [Cl:1][C:2]1[CH:7]=[C:6]([C:43]#[C:42][C:39]2[N:38]=[C:37]([CH3:44])[N:36]([C:30]3[CH:31]=[CH:32][C:33]([F:35])=[CH:34][C:29]=3[F:28])[C:40]=2[CH3:41])[CH:5]=[CH:4][N:3]=1.